This data is from Reaction yield outcomes from USPTO patents with 853,638 reactions. The task is: Predict the reaction yield, written as a fraction of the theoretical maximum amount of product (1.0 means a 100% yield; for example, 0.34 means a 34% yield). (1) The reactants are [C:1]1([C:7]2[C:11]([C:12]([F:15])([F:14])[F:13])=[C:10]([C:16]([OH:18])=O)[O:9][N:8]=2)[CH:6]=[CH:5][CH:4]=[CH:3][CH:2]=1.N1C=CC=CC=1.Cl.[NH2:26][CH:27]1[CH2:36][CH2:35][C:34]2[C:29](=[CH:30][CH:31]=[C:32]([Br:37])[CH:33]=2)[C:28]1=[O:38].C(N(C(C)C)CC)(C)C. The catalyst is ClCCl.N1C(F)=NC(F)=NC=1F. The product is [Br:37][C:32]1[CH:33]=[C:34]2[C:29](=[CH:30][CH:31]=1)[C:28](=[O:38])[CH:27]([NH:26][C:16]([C:10]1[O:9][N:8]=[C:7]([C:1]3[CH:2]=[CH:3][CH:4]=[CH:5][CH:6]=3)[C:11]=1[C:12]([F:13])([F:14])[F:15])=[O:18])[CH2:36][CH2:35]2. The yield is 0.739. (2) The reactants are [O:1]=[C:2]1[C:11]2[CH:10]=[CH:9][CH:8]=[C:7]3[NH:12][CH:13]([C:21]4[CH:28]=[CH:27][C:24]([CH:25]=O)=[CH:23][CH:22]=4)[CH:14]([C:15]4[CH:20]=[CH:19][CH:18]=[CH:17][CH:16]=4)[C:5]([C:6]=23)=[N:4][NH:3]1.C(O)(=O)C.[NH:33]1[CH2:37][CH2:36][CH2:35][CH2:34]1.[BH4-].[Na+]. The catalyst is C(Cl)Cl. The product is [C:15]1([CH:14]2[C:5]3=[N:4][NH:3][C:2](=[O:1])[C:11]4[CH:10]=[CH:9][CH:8]=[C:7]([C:6]=43)[NH:12][CH:13]2[C:21]2[CH:28]=[CH:27][C:24]([CH2:25][N:33]3[CH2:37][CH2:36][CH2:35][CH2:34]3)=[CH:23][CH:22]=2)[CH:16]=[CH:17][CH:18]=[CH:19][CH:20]=1. The yield is 0.140. (3) The reactants are [NH2:1][C:2]1[CH:3]=[CH:4][C:5]2[O:9][C:8](=[O:10])[NH:7][C:6]=2[CH:11]=1.[Cl:12][C:13]1[N:18]=[C:17](Cl)[C:16]([CH3:20])=[CH:15][N:14]=1.CO. The catalyst is O. The product is [Cl:12][C:13]1[N:18]=[C:17]([NH:1][C:2]2[CH:3]=[CH:4][C:5]3[O:9][C:8](=[O:10])[NH:7][C:6]=3[CH:11]=2)[C:16]([CH3:20])=[CH:15][N:14]=1. The yield is 0.710. (4) The reactants are F[C:2]1[N:7]2[CH:8]=[C:9]([CH2:11][OH:12])[N:10]=[C:6]2[CH:5]=[CH:4][CH:3]=1.[CH3:13][N:14]1[CH2:19][CH2:18][NH:17][CH2:16][CH2:15]1. The catalyst is [Cl-].[Na+].O. The product is [CH3:13][N:14]1[CH2:19][CH2:18][N:17]([C:2]2[N:7]3[CH:8]=[C:9]([CH2:11][OH:12])[N:10]=[C:6]3[CH:5]=[CH:4][CH:3]=2)[CH2:16][CH2:15]1. The yield is 0.900. (5) The reactants are Cl.[CH3:2][N:3]([CH3:19])[C:4]([N:6]1[CH2:10][CH:9]2[CH2:11][C:12]([CH2:17][CH3:18])([N:14]=C=O)[CH2:13][CH:8]2[CH2:7]1)=[O:5].[OH-].[Na+]. No catalyst specified. The product is [CH3:19][N:3]([CH3:2])[C:4]([N:6]1[CH2:10][CH:9]2[CH2:11][C:12]([NH2:14])([CH2:17][CH3:18])[CH2:13][CH:8]2[CH2:7]1)=[O:5]. The yield is 0.710. (6) The reactants are [O:1]=[C:2]1[NH:15][C:5]2=[N:6][CH:7]=[C:8]([C:10]([O:12][CH2:13][CH3:14])=[O:11])[CH:9]=[C:4]2[CH2:3]1.[C:16]([O:19][CH:20](OCC)OCC)(=O)[CH3:17].C(OCC)C. The catalyst is C(O)(=O)C. The product is [CH2:16]([O:19]/[CH:20]=[C:3]1\[C:2](=[O:1])[NH:15][C:5]2[C:4]\1=[CH:9][C:8]([C:10]([O:12][CH2:13][CH3:14])=[O:11])=[CH:7][N:6]=2)[CH3:17]. The yield is 0.690. (7) The reactants are [CH3:1][O:2][C:3]([NH:5][C@@H:6]([CH:10]([CH3:12])[CH3:11])[C:7](O)=[O:8])=[O:4].CN(C(ON1N=NC2C=CC=NC1=2)=[N+](C)C)C.F[P-](F)(F)(F)(F)F.Cl.Cl.[Br:39][C:40]1[CH:45]=[CH:44][C:43]([C:46]2[NH:50][C:49]([C@@H:51]3[CH2:55][C@H:54]([CH3:56])[CH2:53][NH:52]3)=[N:48][CH:47]=2)=[CH:42][CH:41]=1.C(N(CC)C(C)C)(C)C. The catalyst is CC(N(C)C)=O.C(OCC)(=O)C. The product is [CH3:1][O:2][C:3](=[O:4])[NH:5][C@H:6]([C:7]([N:52]1[CH2:53][C@@H:54]([CH3:56])[CH2:55][C@H:51]1[C:49]1[NH:50][C:46]([C:43]2[CH:44]=[CH:45][C:40]([Br:39])=[CH:41][CH:42]=2)=[CH:47][N:48]=1)=[O:8])[CH:10]([CH3:12])[CH3:11]. The yield is 0.660. (8) The reactants are Br[C:2]1[CH:7]=[CH:6][CH:5]=[C:4]([O:8][CH:9]([F:11])[F:10])[CH:3]=1.[B:12]1([B:12]2[O:16][C:15]([CH3:18])([CH3:17])[C:14]([CH3:20])([CH3:19])[O:13]2)[O:16][C:15]([CH3:18])([CH3:17])[C:14]([CH3:20])([CH3:19])[O:13]1.C([O-])(=O)C.[K+]. The catalyst is O1CCOCC1. The product is [F:10][CH:9]([F:11])[O:8][C:4]1[CH:3]=[C:2]([B:12]2[O:16][C:15]([CH3:18])([CH3:17])[C:14]([CH3:20])([CH3:19])[O:13]2)[CH:7]=[CH:6][CH:5]=1. The yield is 0.340.